Task: Predict the product of the given reaction.. Dataset: Forward reaction prediction with 1.9M reactions from USPTO patents (1976-2016) (1) Given the reactants O1CCOCC1.[ClH:7].[O:8]1[CH2:14][CH:13]([N:15](C(OC(C)(C)C)=O)[NH2:16])[CH2:12][O:11][CH2:10][CH2:9]1, predict the reaction product. The product is: [ClH:7].[O:8]1[CH2:14][CH:13]([NH:15][NH2:16])[CH2:12][O:11][CH2:10][CH2:9]1. (2) Given the reactants [C:1]([O:5][C:6]([N:8]1[CH2:13][CH2:12][CH2:11][CH:10]([O:14][C:15]2[CH:20]=[CH:19][C:18]([NH2:21])=[CH:17][C:16]=2[C:22]2[N:23]([CH3:28])[N:24]=[CH:25][C:26]=2[Br:27])[CH2:9]1)=[O:7])([CH3:4])([CH3:3])[CH3:2].[F:29][C:30]1[CH:38]=[CH:37][C:33]([C:34](O)=[O:35])=[CH:32][CH:31]=1.CN(C(ON1N=NC2C=CC=NC1=2)=[N+](C)C)C.F[P-](F)(F)(F)(F)F.C(N(CC)CC)C, predict the reaction product. The product is: [C:1]([O:5][C:6]([N:8]1[CH2:13][CH2:12][CH2:11][CH:10]([O:14][C:15]2[CH:20]=[CH:19][C:18]([NH:21][C:34](=[O:35])[C:33]3[CH:37]=[CH:38][C:30]([F:29])=[CH:31][CH:32]=3)=[CH:17][C:16]=2[C:22]2[N:23]([CH3:28])[N:24]=[CH:25][C:26]=2[Br:27])[CH2:9]1)=[O:7])([CH3:4])([CH3:3])[CH3:2]. (3) Given the reactants O=C1N(P(Cl)(N2CCOC2=O)=O)CCO1.[C:16]1([C:22]2[C:31]3[C:26](=[CH:27][CH:28]=[CH:29][CH:30]=3)[CH2:25][CH2:24][N:23]=2)[CH:21]=[CH:20][CH:19]=[CH:18][CH:17]=1.[CH3:32][O:33][C:34]1[CH:39]=[C:38]([O:40][CH3:41])[N:37]=[C:36]([O:42][CH2:43][C:44](O)=[O:45])[N:35]=1, predict the reaction product. The product is: [CH3:41][O:40][C:38]1[CH:39]=[C:34]([O:33][CH3:32])[N:35]=[C:36]([O:42][C@H:43]2[C@:22]3([C:16]4[CH:17]=[CH:18][CH:19]=[CH:20][CH:21]=4)[C:31]4[C:26]([CH2:25][CH2:24][N:23]3[C:44]2=[O:45])=[CH:27][CH:28]=[CH:29][CH:30]=4)[N:37]=1. (4) Given the reactants [Br:1]Br.[CH3:3][O:4][C:5]1[C:10]2[C:11]([C:32]3[CH:37]=[CH:36][CH:35]=[CH:34][CH:33]=3)=[C:12]([C:14]3[CH:19]=[CH:18][C:17]([C:20]4([NH:24][C:25](=[O:31])[O:26][C:27]([CH3:30])([CH3:29])[CH3:28])[CH2:23][CH2:22][CH2:21]4)=[CH:16][CH:15]=3)[O:13][C:9]=2[CH:8]=[CH:7][N:6]=1.C(=O)([O-])O.[Na+].S([O-])([O-])(=O)=S.[Na+].[Na+], predict the reaction product. The product is: [Br:1][C:8]1[C:9]2[O:13][C:12]([C:14]3[CH:15]=[CH:16][C:17]([C:20]4([NH:24][C:25](=[O:31])[O:26][C:27]([CH3:30])([CH3:28])[CH3:29])[CH2:23][CH2:22][CH2:21]4)=[CH:18][CH:19]=3)=[C:11]([C:32]3[CH:37]=[CH:36][CH:35]=[CH:34][CH:33]=3)[C:10]=2[C:5]([O:4][CH3:3])=[N:6][CH:7]=1. (5) Given the reactants [CH3:1][C:2]1[N:3]=[C:4]([N:12]2[CH2:17][CH2:16][CH:15]([NH:18][CH3:19])[CH2:14][CH2:13]2)[S:5][C:6]=1[C:7]([O:9][CH2:10][CH3:11])=[O:8].[Cl:20][C:21]1[N:22]=[C:23]([C:28]([OH:30])=O)[NH:24][C:25]=1[CH2:26][CH3:27].CCN=C=NCCCN(C)C.Cl.ON1C2C=CC=CC=2N=N1.CN1CCOCC1, predict the reaction product. The product is: [Cl:20][C:21]1[N:22]=[C:23]([C:28]([N:18]([CH3:19])[CH:15]2[CH2:16][CH2:17][N:12]([C:4]3[S:5][C:6]([C:7]([O:9][CH2:10][CH3:11])=[O:8])=[C:2]([CH3:1])[N:3]=3)[CH2:13][CH2:14]2)=[O:30])[NH:24][C:25]=1[CH2:26][CH3:27]. (6) Given the reactants [OH:1][C:2]1[CH:7]=[CH:6][N:5]2[CH:8]=[C:9]([C:11]([NH:13][CH:14]3[CH2:19][CH2:18][N:17]([C:20]([O:22][C:23]([CH3:26])([CH3:25])[CH3:24])=[O:21])[CH2:16][CH2:15]3)=[O:12])[N:10]=[C:4]2[CH:3]=1.N(C(OC(C)C)=O)=NC(OC(C)C)=O.[F:41][C:42]([F:57])([F:56])[C:43]1[CH:48]=[CH:47][C:46]([N:49]2[CH2:54][CH2:53][CH:52](O)[CH2:51][CH2:50]2)=[CH:45][CH:44]=1.C1(P(C2C=CC=CC=2)C2C=CC=CC=2)C=CC=CC=1, predict the reaction product. The product is: [F:57][C:42]([F:41])([F:56])[C:43]1[CH:44]=[CH:45][C:46]([N:49]2[CH2:54][CH2:53][CH:52]([O:1][C:2]3[CH:7]=[CH:6][N:5]4[CH:8]=[C:9]([C:11]([NH:13][CH:14]5[CH2:15][CH2:16][N:17]([C:20]([O:22][C:23]([CH3:26])([CH3:25])[CH3:24])=[O:21])[CH2:18][CH2:19]5)=[O:12])[N:10]=[C:4]4[CH:3]=3)[CH2:51][CH2:50]2)=[CH:47][CH:48]=1. (7) Given the reactants [N:1]1[CH:6]=[CH:5][CH:4]=[CH:3][C:2]=1[C:7]1[O:11][CH:10]=[N:9][CH:8]=1.[Li]CCCC.[CH3:17][Si:18]([CH3:29])([CH3:28])[C:19]#[C:20][CH2:21][CH2:22][CH2:23][CH2:24][C:25](Cl)=[O:26], predict the reaction product. The product is: [O:26]=[C:25]([C:10]1[O:11][C:7]([C:2]2[CH:3]=[CH:4][CH:5]=[CH:6][N:1]=2)=[CH:8][N:9]=1)[CH2:24][CH2:23][CH2:22][CH2:21][C:20]#[C:19][Si:18]([CH3:29])([CH3:17])[CH3:28].